Dataset: Reaction yield outcomes from USPTO patents with 853,638 reactions. Task: Predict the reaction yield, written as a fraction of the theoretical maximum amount of product (1.0 means a 100% yield; for example, 0.34 means a 34% yield). (1) The reactants are [CH3:1][C:2]1[C:10](=[O:11])[CH2:9][CH2:8][C:7]2([CH3:12])[C:3]=1[CH2:4][CH2:5][C:6]2=[O:13].C1(C)C=CC(S(O)(=O)=O)=CC=1.[CH2:25]([C:27]1(C)OCC[O:28]1)C. No catalyst specified. The product is [CH3:1][C:2]1[C:10](=[O:11])[CH2:9][CH2:8][C:7]2([CH3:12])[C:3]=1[CH2:4][CH2:5][C:6]12[O:28][CH2:27][CH2:25][O:13]1. The yield is 0.640. (2) The reactants are [N:1]1[C:10]2[CH:9]([N:11]([CH2:17][C:18]3[N:22]([CH2:23][O:24][CH2:25][CH2:26][Si:27]([CH3:30])([CH3:29])[CH3:28])[C:21]4[CH:31]=[CH:32][CH:33]=[CH:34][C:20]=4[N:19]=3)[CH2:12][CH2:13][CH2:14][C:15]#[N:16])[CH2:8][CH2:7][CH2:6][C:5]=2[CH:4]=[CH:3][CH:2]=1. The catalyst is N.[Ni].CO. The product is [N:1]1[C:10]2[CH:9]([N:11]([CH2:17][C:18]3[N:22]([CH2:23][O:24][CH2:25][CH2:26][Si:27]([CH3:29])([CH3:28])[CH3:30])[C:21]4[CH:31]=[CH:32][CH:33]=[CH:34][C:20]=4[N:19]=3)[CH2:12][CH2:13][CH2:14][CH2:15][NH2:16])[CH2:8][CH2:7][CH2:6][C:5]=2[CH:4]=[CH:3][CH:2]=1. The yield is 0.660. (3) The reactants are [Cl:1][CH2:2][CH:3]1[C:7]2=[C:8]3[C:17]4[C:12]([C:13](=[O:19])[NH:14][O:15][C:16]=4[CH:18]=[C:6]2[N:5]([C:20]([O:22]C(C)(C)C)=O)[CH2:4]1)=[CH:11][CH:10]=[CH:9]3.CCN(CC)CC.[NH:34]1[C:42]2[C:37](=[CH:38][CH:39]=[CH:40][CH:41]=2)[CH:36]=[C:35]1[C:43]([NH:45][C:46]1[CH:47]=[C:48]2[C:52](=[CH:53][CH:54]=1)[NH:51][C:50](C(OC1C(F)=C(F)C(F)=C(F)C=1F)=O)=[CH:49]2)=[O:44]. The catalyst is Cl.CCOC(C)=O. The product is [Cl:1][CH2:2][CH:3]1[C:7]2=[C:8]3[C:17]4[C:12]([C:13](=[O:19])[NH:14][O:15][C:16]=4[CH:18]=[C:6]2[N:5]([C:20]([C:50]2[NH:51][C:52]4[C:48]([CH:49]=2)=[CH:47][C:46]([NH:45][C:43]([C:35]2[NH:34][C:42]5[C:37]([CH:36]=2)=[CH:38][CH:39]=[CH:40][CH:41]=5)=[O:44])=[CH:54][CH:53]=4)=[O:22])[CH2:4]1)=[CH:11][CH:10]=[CH:9]3. The yield is 0.220. (4) The reactants are [C:1]([O:4][C@H:5]1[C@H:10]([O:11][C:12](=[O:14])[CH3:13])[C@H:9]([O:15][C:16](=[O:18])[CH3:17])[C@H:8]([CH3:19])[O:7][C@@H:6]1[N:20]=[N+]=[N-])(=[O:3])[CH3:2]. The catalyst is CCOC(C)=O.[Pd]. The product is [C:1]([O:4][C@H:5]1[C@H:10]([O:11][C:12](=[O:14])[CH3:13])[C@H:9]([O:15][C:16](=[O:18])[CH3:17])[C@H:8]([CH3:19])[O:7][C@@H:6]1[NH2:20])(=[O:3])[CH3:2]. The yield is 1.00. (5) The reactants are [CH3:1][O:2][C:3](=[O:20])[C:4]1[CH:9]=[C:8]([O:10][CH3:11])[CH:7]=[C:6]([NH:12][C:13]([O:15][C:16]([CH3:19])([CH3:18])[CH3:17])=[O:14])[CH:5]=1.C(=O)([O-])[O-].[Cs+].[Cs+].[CH2:27](Br)[CH:28]=[CH2:29]. The catalyst is CN(C=O)C. The product is [CH3:1][O:2][C:3](=[O:20])[C:4]1[CH:9]=[C:8]([O:10][CH3:11])[CH:7]=[C:6]([N:12]([CH2:29][CH:28]=[CH2:27])[C:13]([O:15][C:16]([CH3:17])([CH3:19])[CH3:18])=[O:14])[CH:5]=1. The yield is 0.780. (6) The reactants are [C:1]([OH:9])(=O)[CH2:2][CH2:3][CH2:4][CH2:5][CH2:6][CH3:7].C(N(C(C)C)CC)(C)C.[Si:19]([O:36][CH2:37][CH2:38][CH2:39][CH2:40][CH2:41][NH:42][CH:43]([CH3:45])[CH3:44])([C:32]([CH3:35])([CH3:34])[CH3:33])([C:26]1[CH:31]=[CH:30][CH:29]=[CH:28][CH:27]=1)[C:20]1[CH:25]=[CH:24][CH:23]=[CH:22][CH:21]=1.C(N=C=NCCCN(C)C)C. The catalyst is CN(C=O)C.CCOC(C)=O. The product is [Si:19]([O:36][CH2:37][CH2:38][CH2:39][CH2:40][CH2:41][N:42]([CH:43]([CH3:45])[CH3:44])[C:1](=[O:9])[CH2:2][CH2:3][CH2:4][CH2:5][CH2:6][CH3:7])([C:32]([CH3:34])([CH3:35])[CH3:33])([C:26]1[CH:27]=[CH:28][CH:29]=[CH:30][CH:31]=1)[C:20]1[CH:21]=[CH:22][CH:23]=[CH:24][CH:25]=1. The yield is 0.910.